This data is from Reaction yield outcomes from USPTO patents with 853,638 reactions. The task is: Predict the reaction yield, written as a fraction of the theoretical maximum amount of product (1.0 means a 100% yield; for example, 0.34 means a 34% yield). The reactants are FC(F)(F)C(O)=O.C(OC(=O)[NH:14][CH2:15][CH:16]1[CH2:21][CH2:20][N:19]([C:22]2[CH:27]=[CH:26][C:25]([C:28]([F:31])([F:30])[F:29])=[CH:24][CH:23]=2)[CH2:18][CH2:17]1)(C)(C)C. The catalyst is ClCCl. The product is [F:30][C:28]([F:29])([F:31])[C:25]1[CH:24]=[CH:23][C:22]([N:19]2[CH2:20][CH2:21][CH:16]([CH2:15][NH2:14])[CH2:17][CH2:18]2)=[CH:27][CH:26]=1. The yield is 0.860.